From a dataset of Reaction yield outcomes from USPTO patents with 853,638 reactions. Predict the reaction yield, written as a fraction of the theoretical maximum amount of product (1.0 means a 100% yield; for example, 0.34 means a 34% yield). (1) The reactants are [CH2:1]([OH:8])[C:2]1[CH:7]=[CH:6][CH:5]=[CH:4][CH:3]=1.[OH-].[Na+].[NH2:11][C:12]1[N:20]=[C:19]2[C:15]([NH:16][CH:17]=[N:18]2)=[C:14](Cl)[N:13]=1. The catalyst is C(OC)(C)(C)C. The product is [NH2:11][C:12]1[N:20]=[C:19]2[C:15]([NH:16][CH:17]=[N:18]2)=[C:14]([O:8][CH2:1][C:2]2[CH:7]=[CH:6][CH:5]=[CH:4][CH:3]=2)[N:13]=1. The yield is 0.920. (2) The reactants are [C:1]1([CH2:7][CH2:8][OH:9])[CH:6]=[CH:5][CH:4]=[CH:3][CH:2]=1.[PH2](O)=O.[OH2:13]. No catalyst specified. The product is [C:7]([O:9][CH2:8][CH2:7][C:1]1[CH:6]=[CH:5][CH:4]=[CH:3][CH:2]=1)(=[O:13])[C:1]1[CH:6]=[CH:5][CH:4]=[CH:3][CH:2]=1. The yield is 0.880. (3) The reactants are [OH-].[Li+].C[O:4][C:5]([C:7]1[S:15][C:14]2[CH:13]=[C:12]([CH3:16])[N:11]=[CH:10][C:9]=2[C:8]=1[O:17][CH2:18][C:19]([O:21]CC)=[O:20])=[O:6]. The catalyst is C1COCC1.O. The product is [C:19]([CH2:18][O:17][C:8]1[C:9]2[CH:10]=[N:11][C:12]([CH3:16])=[CH:13][C:14]=2[S:15][C:7]=1[C:5]([OH:6])=[O:4])([OH:21])=[O:20]. The yield is 0.350.